This data is from Forward reaction prediction with 1.9M reactions from USPTO patents (1976-2016). The task is: Predict the product of the given reaction. (1) Given the reactants [C:1]([NH2:9])(=[O:8])[C:2]1[CH:7]=[CH:6][CH:5]=[CH:4][CH:3]=1.Br[CH2:11][C:12]([C:14]1[CH:19]=[CH:18][C:17]([N+:20]([O-:22])=[O:21])=[CH:16][CH:15]=1)=O, predict the reaction product. The product is: [N+:20]([C:17]1[CH:18]=[CH:19][C:14]([C:12]2[N:9]=[C:1]([C:2]3[CH:7]=[CH:6][CH:5]=[CH:4][CH:3]=3)[O:8][CH:11]=2)=[CH:15][CH:16]=1)([O-:22])=[O:21]. (2) Given the reactants [F:1][C:2]([F:36])([O:26][C:27]1[CH:35]=[CH:34][C:30]([C:31](O)=[O:32])=[CH:29][CH:28]=1)[CH:3]([F:25])[O:4][C:5]([F:24])([F:23])[C:6]([F:22])([O:11][C:12]([F:21])([F:20])[C:13]([F:19])([F:18])[C:14]([F:17])([F:16])[F:15])[C:7]([F:10])([F:9])[F:8].S(Cl)([Cl:39])=O, predict the reaction product. The product is: [F:1][C:2]([F:36])([O:26][C:27]1[CH:35]=[CH:34][C:30]([C:31]([Cl:39])=[O:32])=[CH:29][CH:28]=1)[CH:3]([F:25])[O:4][C:5]([F:24])([F:23])[C:6]([F:22])([O:11][C:12]([F:21])([F:20])[C:13]([F:19])([F:18])[C:14]([F:17])([F:16])[F:15])[C:7]([F:10])([F:9])[F:8].